From a dataset of Catalyst prediction with 721,799 reactions and 888 catalyst types from USPTO. Predict which catalyst facilitates the given reaction. (1) Reactant: [Cl:1][CH:2]([Cl:27])[C:3]([NH:5][CH:6]([CH2:25][F:26])[CH:7]([O:18][C:19](=[O:24])[CH2:20][CH2:21][CH2:22][Br:23])[C:8]1[CH:13]=[CH:12][C:11]([S:14]([CH3:17])(=[O:16])=[O:15])=[CH:10][CH:9]=1)=[O:4].[CH3:28][N:29]1[CH:33]=[CH:32][N:31]=[CH:30]1. Product: [Br-:23].[Cl:1][CH:2]([Cl:27])[C:3]([NH:5][CH:6]([CH2:25][F:26])[CH:7]([C:8]1[CH:13]=[CH:12][C:11]([S:14]([CH3:17])(=[O:16])=[O:15])=[CH:10][CH:9]=1)[O:18][C:19]([CH2:20][CH2:21][CH2:22][N+:31]1[CH:32]=[CH:33][N:29]([CH3:28])[CH:30]=1)=[O:24])=[O:4]. The catalyst class is: 365. (2) Product: [CH3:1][O:2][C:3]1[CH:4]=[C:5]([S:13][CH2:14][CH2:15][CH2:16][C:17]([OH:19])=[O:18])[CH:6]=[C:7]([O:11][CH3:12])[C:8]=1[O:9][CH3:10]. The catalyst class is: 562. Reactant: [CH3:1][O:2][C:3]1[CH:4]=[C:5]([S:13][CH2:14][CH2:15][CH2:16][C:17]([O:19]CC)=[O:18])[CH:6]=[C:7]([O:11][CH3:12])[C:8]=1[O:9][CH3:10]. (3) Reactant: [Br:1][C:2]1[CH:3]=[CH:4][C:5]([CH2:8][S:9][CH3:10])=[N:6][CH:7]=1.O.I([O-])(=O)(=O)=[O:13].[Na+]. Product: [Br:1][C:2]1[CH:3]=[CH:4][C:5]([CH2:8][S:9]([CH3:10])=[O:13])=[N:6][CH:7]=1. The catalyst class is: 5. (4) Reactant: C([N:4]1[C:12]2[C:7](=[CH:8][C:9](Br)=[C:10]([Cl:13])[CH:11]=2)[CH:6]=[N:5]1)(=O)C.[CH3:15][N:16](C=O)C. Product: [Cl:13][C:10]1[CH:11]=[C:12]2[C:7]([CH:6]=[N:5][NH:4]2)=[CH:8][C:9]=1[C:15]#[N:16]. The catalyst class is: 267. (5) Reactant: [F:1][CH:2]([F:11])[C:3]1([C:6]([O:8]CC)=[O:7])[CH2:5][CH2:4]1.[OH-].[K+]. Product: [F:1][CH:2]([F:11])[C:3]1([C:6]([OH:8])=[O:7])[CH2:5][CH2:4]1. The catalyst class is: 24. (6) Reactant: [F:1][C:2]1[N:7]=[CH:6][C:5]([NH:8][CH2:9][CH2:10][O:11]C2CCCCO2)=[C:4]([I:18])[CH:3]=1.C1(C)C=CC(S([O-])(=O)=O)=CC=1.[NH+]1C=CC=CC=1. Product: [F:1][C:2]1[N:7]=[CH:6][C:5]([NH:8][CH2:9][CH2:10][OH:11])=[C:4]([I:18])[CH:3]=1. The catalyst class is: 8. (7) Reactant: [C:1]([NH2:13])(=[O:12])[CH2:2][CH2:3][CH2:4][CH2:5][CH2:6][CH2:7][CH2:8][CH2:9][C:10]#[CH:11].N1CCCC1.I[C:20]#[C:21][CH2:22][CH2:23][CH2:24][CH2:25][CH2:26][C:27]#[C:28][C:29]#[C:30][CH2:31][CH2:32][CH2:33][CH2:34][CH2:35][CH2:36][CH2:37][CH3:38]. Product: [C:1]([NH2:13])(=[O:12])[CH2:2][CH2:3][CH2:4][CH2:5][CH2:6][CH2:7][CH2:8][CH2:9][C:10]#[C:11][C:20]#[C:21][CH2:22][CH2:23][CH2:24][CH2:25][CH2:26][C:27]#[C:28][C:29]#[C:30][CH2:31][CH2:32][CH2:33][CH2:34][CH2:35][CH2:36][CH2:37][CH3:38]. The catalyst class is: 205. (8) Reactant: [B:10]1([B:10]2[O:14][C:13]([CH3:16])([CH3:15])[C:12]([CH3:18])([CH3:17])[O:11]2)[O:14][C:13]([CH3:16])([CH3:15])[C:12]([CH3:18])([CH3:17])[O:11]1.C(OOC(=O)C1C=CC=CC=1)(=O)C1C=CC=CC=1.N[C:38]1[CH:43]=[CH:42][C:41]([NH:44][C:45](=[O:47])[CH3:46])=[CH:40][CH:39]=1.N(OC(C)(C)C)=O. Product: [CH3:16][C:13]1([CH3:15])[C:12]([CH3:17])([CH3:18])[O:11][B:10]([C:38]2[CH:43]=[CH:42][C:41]([NH:44][C:45](=[O:47])[CH3:46])=[CH:40][CH:39]=2)[O:14]1. The catalyst class is: 10. (9) Reactant: [OH:1][C@H:2]1[CH2:7][CH2:6][CH2:5][CH2:4][C@@H:3]1[NH:8][C:9]([C:11]1[C:15]2=[N:16][C:17]([O:20][CH3:21])=[CH:18][CH:19]=[C:14]2[N:13](C(OC(C)(C)C)=O)[CH:12]=1)=[O:10].C(O)(C(F)(F)F)=O. The catalyst class is: 2. Product: [OH:1][C@H:2]1[CH2:7][CH2:6][CH2:5][CH2:4][C@@H:3]1[NH:8][C:9]([C:11]1[C:15]2=[N:16][C:17]([O:20][CH3:21])=[CH:18][CH:19]=[C:14]2[NH:13][CH:12]=1)=[O:10].